Dataset: Forward reaction prediction with 1.9M reactions from USPTO patents (1976-2016). Task: Predict the product of the given reaction. Given the reactants C[Mg]Br.CC[O:6][CH2:7][CH3:8].[Cl:9][C:10]1[N:21]=[C:20]([Cl:22])[CH:19]=[CH:18][C:11]=1C(N(OC)C)=O, predict the reaction product. The product is: [Cl:22][C:20]1[C:19]([C:7](=[O:6])[CH3:8])=[CH:18][CH:11]=[C:10]([Cl:9])[N:21]=1.